Predict the reaction yield, written as a fraction of the theoretical maximum amount of product (1.0 means a 100% yield; for example, 0.34 means a 34% yield). From a dataset of Reaction yield outcomes from USPTO patents with 853,638 reactions. (1) The reactants are [NH2:1][C:2]1[S:3][CH2:4][C:5]2([C:15]3[C:10](=[CH:11][CH:12]=[C:13]([C:16]4[CH:17]=[C:18]([CH:22]=[CH:23][CH:24]=4)[C:19]([NH2:21])=O)[CH:14]=3)[O:9][CH:8]([C:25]3[CH:30]=[CH:29][CH:28]=[CH:27][CH:26]=3)[CH2:7]2)[N:6]=1.CCN(C(C)C)C(C)C.C(OC(C(F)(F)F)=O)(C(F)(F)F)=O. The catalyst is C(Cl)Cl. The product is [NH2:1][C:2]1[S:3][CH2:4][C:5]2([C:15]3[C:10](=[CH:11][CH:12]=[C:13]([C:16]4[CH:17]=[C:18]([CH:22]=[CH:23][CH:24]=4)[C:19]#[N:21])[CH:14]=3)[O:9][CH:8]([C:25]3[CH:26]=[CH:27][CH:28]=[CH:29][CH:30]=3)[CH2:7]2)[N:6]=1. The yield is 0.0800. (2) The reactants are C(O[C:5](=[O:7])C)(=O)C.C(O)=O.[Br:11][C:12]1[CH:18]=[CH:17][C:15]([NH2:16])=[CH:14][CH:13]=1. The yield is 0.992. The catalyst is C1COCC1. The product is [Br:11][C:12]1[CH:18]=[CH:17][C:15]([NH:16][CH:5]=[O:7])=[CH:14][CH:13]=1. (3) The reactants are [NH2:1][C:2]1[C:3]([C:15]([NH2:17])=[O:16])=[N:4][C:5]([C:8]2[CH:13]=[CH:12][CH:11]=[C:10](Br)[CH:9]=2)=[CH:6][CH:7]=1.[C:18]([C:20]1([OH:26])[CH2:24][CH2:23][O:22][C:21]1=[O:25])#[CH:19]. No catalyst specified. The product is [NH2:1][C:2]1[C:3]([C:15]([NH2:17])=[O:16])=[N:4][C:5]([C:8]2[CH:13]=[CH:12][CH:11]=[C:10]([C:19]#[C:18][C@:20]3([OH:26])[CH2:24][CH2:23][O:22][C:21]3=[O:25])[CH:9]=2)=[CH:6][CH:7]=1. The yield is 0.120. (4) The reactants are [N+:1]([C:4]1[C:62]([CH3:63])=[CH:61][CH:60]=[CH:59][C:5]=1[CH2:6][N:7]1[CH2:11][CH2:10][N:9]([C@@H:12]([C:54]([CH3:57])([CH3:56])[CH3:55])[C:13]([NH:15][C@@H:16]([CH2:47][C:48]2[CH:53]=[CH:52][CH:51]=[CH:50][CH:49]=2)[C@@H:17]([OH:46])[CH2:18][C@@H:19]([NH:33][C:34]([C@@H:36]([NH:41][C:42](=[O:45])[O:43][CH3:44])[C:37]([CH3:40])([CH3:39])[CH3:38])=[O:35])[CH2:20][C:21]2[CH:26]=[CH:25][C:24]([C:27]3[CH:32]=[CH:31][CH:30]=[CH:29][N:28]=3)=[CH:23][CH:22]=2)=[O:14])[C:8]1=[O:58])([O-])=O.[H][H]. The catalyst is C(O)C.[Pd]. The product is [NH2:1][C:4]1[C:62]([CH3:63])=[CH:61][CH:60]=[CH:59][C:5]=1[CH2:6][N:7]1[CH2:11][CH2:10][N:9]([C@@H:12]([C:54]([CH3:55])([CH3:56])[CH3:57])[C:13]([NH:15][C@@H:16]([CH2:47][C:48]2[CH:53]=[CH:52][CH:51]=[CH:50][CH:49]=2)[C@@H:17]([OH:46])[CH2:18][C@@H:19]([NH:33][C:34]([C@@H:36]([NH:41][C:42](=[O:45])[O:43][CH3:44])[C:37]([CH3:39])([CH3:38])[CH3:40])=[O:35])[CH2:20][C:21]2[CH:26]=[CH:25][C:24]([C:27]3[CH:32]=[CH:31][CH:30]=[CH:29][N:28]=3)=[CH:23][CH:22]=2)=[O:14])[C:8]1=[O:58]. The yield is 0.830. (5) The reactants are [C:1]([C:5]1[CH:6]=[C:7]2[C:12](=[C:13]([F:15])[CH:14]=1)[C:11](=[O:16])[N:10]([C:17]1[N:24]=[CH:23][CH:22]=[C:21]([C:25]3[CH:30]=[C:29]([NH:31][C:32]4[CH:44]=[C:35]5[CH2:36][N:37]([CH:41]([CH3:43])[CH3:42])[C:38](=[O:40])[CH2:39][N:34]5[N:33]=4)[C:28](=[O:45])[N:27]([CH3:46])[CH:26]=3)[C:18]=1[CH:19]=[O:20])[N:9]=[CH:8]2)([CH3:4])([CH3:3])[CH3:2].[BH4-].[Na+]. The catalyst is CO. The product is [C:1]([C:5]1[CH:6]=[C:7]2[C:12](=[C:13]([F:15])[CH:14]=1)[C:11](=[O:16])[N:10]([C:17]1[C:18]([CH2:19][OH:20])=[C:21]([C:25]3[CH:30]=[C:29]([NH:31][C:32]4[CH:44]=[C:35]5[CH2:36][N:37]([CH:41]([CH3:42])[CH3:43])[C:38](=[O:40])[CH2:39][N:34]5[N:33]=4)[C:28](=[O:45])[N:27]([CH3:46])[CH:26]=3)[CH:22]=[CH:23][N:24]=1)[N:9]=[CH:8]2)([CH3:2])([CH3:4])[CH3:3]. The yield is 0.550.